Dataset: Full USPTO retrosynthesis dataset with 1.9M reactions from patents (1976-2016). Task: Predict the reactants needed to synthesize the given product. (1) Given the product [Cl:19][C:15]1[C:12]2[C:13](=[O:14])[N:8]([CH2:7][C:6]([OH:36])=[O:5])[C:9](=[O:35])[N:10]([CH2:20][C:21](=[O:34])[NH:22][C:23]3[CH:28]=[C:27]([Cl:29])[C:26]([O:30][CH3:31])=[CH:25][C:24]=3[O:32][CH3:33])[C:11]=2[CH:18]=[CH:17][N:16]=1, predict the reactants needed to synthesize it. The reactants are: C([O:5][C:6](=[O:36])[CH2:7][N:8]1[C:13](=[O:14])[C:12]2[C:15]([Cl:19])=[N:16][CH:17]=[CH:18][C:11]=2[N:10]([CH2:20][C:21](=[O:34])[NH:22][C:23]2[CH:28]=[C:27]([Cl:29])[C:26]([O:30][CH3:31])=[CH:25][C:24]=2[O:32][CH3:33])[C:9]1=[O:35])(C)(C)C. (2) Given the product [F:30][C:31]1[CH:32]=[C:33]([C:2]2[C:10]3[O:9][CH2:8][CH:7]([C:11]4[CH:16]=[CH:15][C:14]([CH:17]([CH3:18])[CH3:19])=[CH:13][CH:12]=4)[C:6]=3[C:5]([CH3:20])=[C:4]([NH:21][C:22](=[O:28])[CH2:23][C:24]([CH3:27])([CH3:26])[CH3:25])[C:3]=2[CH3:29])[CH:34]=[CH:35][CH:36]=1, predict the reactants needed to synthesize it. The reactants are: Br[C:2]1[C:10]2[O:9][CH2:8][CH:7]([C:11]3[CH:16]=[CH:15][C:14]([CH:17]([CH3:19])[CH3:18])=[CH:13][CH:12]=3)[C:6]=2[C:5]([CH3:20])=[C:4]([NH:21][C:22](=[O:28])[CH2:23][C:24]([CH3:27])([CH3:26])[CH3:25])[C:3]=1[CH3:29].[F:30][C:31]1[CH:32]=[C:33](B(O)O)[CH:34]=[CH:35][CH:36]=1.